Dataset: Full USPTO retrosynthesis dataset with 1.9M reactions from patents (1976-2016). Task: Predict the reactants needed to synthesize the given product. (1) The reactants are: [NH2:1][C:2]1[N:10]=[CH:9][N:8]=[C:7]2[C:3]=1[N:4]([C:24]1[CH:29]=[CH:28][C:27]([O:30][C:31]3[CH:36]=[CH:35][CH:34]=[CH:33][CH:32]=3)=[CH:26][CH:25]=1)[C:5](=[O:23])[N:6]2[CH:11]1[CH2:15][CH2:14][N:13](C(OC(C)(C)C)=O)[CH2:12]1.[ClH:37]. Given the product [ClH:37].[NH2:1][C:2]1[N:10]=[CH:9][N:8]=[C:7]2[C:3]=1[N:4]([C:24]1[CH:25]=[CH:26][C:27]([O:30][C:31]3[CH:32]=[CH:33][CH:34]=[CH:35][CH:36]=3)=[CH:28][CH:29]=1)[C:5](=[O:23])[N:6]2[CH:11]1[CH2:15][CH2:14][NH:13][CH2:12]1, predict the reactants needed to synthesize it. (2) Given the product [C:36]([C:4]1[C:3]([O:2][CH3:1])=[CH:8][C:7]([C:9]([F:11])([F:10])[F:12])=[C:6]([C:13]2[CH:18]=[CH:17][CH:16]=[C:15]([NH:19][C:20]([C:22]3[NH:23][C:24]4[C:29]([CH:30]=3)=[CH:28][CH:27]=[C:26]([NH:31][S:32]([CH3:35])(=[O:33])=[O:34])[CH:25]=4)=[O:21])[CH:14]=2)[CH:5]=1)(=[O:38])[NH2:51], predict the reactants needed to synthesize it. The reactants are: [CH3:1][O:2][C:3]1[CH:8]=[C:7]([C:9]([F:12])([F:11])[F:10])[C:6]([C:13]2[CH:18]=[CH:17][CH:16]=[C:15]([NH:19][C:20]([C:22]3[NH:23][C:24]4[C:29]([CH:30]=3)=[CH:28][CH:27]=[C:26]([NH:31][S:32]([CH3:35])(=[O:34])=[O:33])[CH:25]=4)=[O:21])[CH:14]=2)=[CH:5][C:4]=1[C:36]([OH:38])=O.[NH4+].[Cl-].C(Cl)CCl.C1C=CC2N(O)N=[N:51]C=2C=1.CCN(C(C)C)C(C)C. (3) Given the product [CH3:1][C:2]1[C:6]([CH2:7][N:8]2[CH:12]=[C:11]([NH:13][C:24]([NH:23][CH2:15][CH2:16][C:17]3[CH:22]=[CH:21][CH:20]=[CH:19][CH:18]=3)=[O:25])[CH:10]=[N:9]2)=[C:5]([CH3:14])[O:4][N:3]=1, predict the reactants needed to synthesize it. The reactants are: [CH3:1][C:2]1[C:6]([CH2:7][N:8]2[CH:12]=[C:11]([NH2:13])[CH:10]=[N:9]2)=[C:5]([CH3:14])[O:4][N:3]=1.[CH2:15]([N:23]=[C:24]=[O:25])[CH2:16][C:17]1[CH:22]=[CH:21][CH:20]=[CH:19][CH:18]=1.